From a dataset of Full USPTO retrosynthesis dataset with 1.9M reactions from patents (1976-2016). Predict the reactants needed to synthesize the given product. (1) Given the product [CH:1]1([C:6]2[C:7]([O:15][CH2:16][C:17]([F:20])([F:19])[F:18])=[N:8][CH:9]=[C:10]([CH:14]=2)[C:11]([NH:62][CH2:61][C:59]2[O:58][N:57]=[C:56]([C:55]([F:64])([F:63])[F:54])[N:60]=2)=[O:13])[CH2:2][CH2:3][CH2:4][CH2:5]1, predict the reactants needed to synthesize it. The reactants are: [CH:1]1([C:6]2[C:7]([O:15][CH2:16][C:17]([F:20])([F:19])[F:18])=[N:8][CH:9]=[C:10]([CH:14]=2)[C:11]([OH:13])=O)[CH2:5][CH2:4][CH2:3][CH2:2]1.CCN(C(C)C)C(C)C.CN(C(ON1N=NC2C=CC=NC1=2)=[N+](C)C)C.F[P-](F)(F)(F)(F)F.[F:54][C:55]([F:64])([F:63])[C:56]1[N:60]=[C:59]([CH2:61][NH2:62])[O:58][N:57]=1. (2) The reactants are: C([N-]C(C)C)(C)C.[Li+].[N:9]1[CH:14]=[CH:13][C:12]([CH3:15])=[CH:11][CH:10]=1.CON(C)[C:19](=[O:38])[C:20]1[CH:25]=[CH:24][C:23]([O:26][CH2:27][C:28]2[CH:37]=[CH:36][C:35]3[C:30](=[CH:31][CH:32]=[CH:33][CH:34]=3)[N:29]=2)=[CH:22][CH:21]=1.C(O)(=O)C. Given the product [N:9]1[CH:14]=[CH:13][C:12]([CH2:15][C:19]([C:20]2[CH:21]=[CH:22][C:23]([O:26][CH2:27][C:28]3[CH:37]=[CH:36][C:35]4[C:30](=[CH:31][CH:32]=[CH:33][CH:34]=4)[N:29]=3)=[CH:24][CH:25]=2)=[O:38])=[CH:11][CH:10]=1, predict the reactants needed to synthesize it. (3) The reactants are: Cl[C:2]1[N:7]=[C:6]([NH:8][C@@H:9]2[C:17]3[C:12](=[CH:13][CH:14]=[CH:15][CH:16]=3)[CH2:11][CH2:10]2)[CH:5]=[C:4]([CH3:18])[N:3]=1.[H][H]. Given the product [C@@H:9]1([NH:8][C:6]2[CH:5]=[C:4]([CH3:18])[N:3]=[CH:2][N:7]=2)[C:17]2[C:12](=[CH:13][CH:14]=[CH:15][CH:16]=2)[CH2:11][CH2:10]1, predict the reactants needed to synthesize it. (4) Given the product [Br:1][C:2]1[CH:3]=[C:4]([S:20][C:21]2[CH:26]=[CH:25][CH:24]=[CH:23][CH:22]=2)[C:5]([NH:8][C:9]2[S:10][CH:11]=[C:12]([CH2:14][CH2:15][C:16]([OH:18])=[O:17])[N:13]=2)=[N:6][CH:7]=1, predict the reactants needed to synthesize it. The reactants are: [Br:1][C:2]1[CH:3]=[C:4]([S:20][C:21]2[CH:26]=[CH:25][CH:24]=[CH:23][CH:22]=2)[C:5]([NH:8][C:9]2[S:10][CH:11]=[C:12]([CH2:14][CH2:15][C:16]([O:18]C)=[O:17])[N:13]=2)=[N:6][CH:7]=1.O.[OH-].[Na+]. (5) Given the product [O:1]1[CH2:2][CH2:3][CH:4]([C:7]2[C:8]([O:13][C:14]3[CH:20]=[CH:19][C:17]([NH2:18])=[CH:16][CH:15]=3)=[N:9][CH:10]=[N:11][CH:12]=2)[CH2:5][CH2:6]1, predict the reactants needed to synthesize it. The reactants are: [O:1]1[CH2:6][CH:5]=[C:4]([C:7]2[C:8]([O:13][C:14]3[CH:20]=[CH:19][C:17]([NH2:18])=[CH:16][CH:15]=3)=[N:9][CH:10]=[N:11][CH:12]=2)[CH2:3][CH2:2]1. (6) Given the product [F:21][C:15]1[N:14]=[C:13]2[C:18]([NH:19][C:11]([CH2:10][C:8]3[C:7]([Br:29])=[CH:6][C:5]4[O:1][CH2:2][O:3][C:4]=4[CH:9]=3)=[N:12]2)=[C:17]([NH2:20])[N:16]=1, predict the reactants needed to synthesize it. The reactants are: [O:1]1[C:5]2[CH:6]=[CH:7][C:8]([CH2:10][C:11]3[NH:19][C:18]4[C:13](=[N:14][C:15]([F:21])=[N:16][C:17]=4[NH2:20])[N:12]=3)=[CH:9][C:4]=2[O:3][CH2:2]1.C1C(=O)N([Br:29])C(=O)C1. (7) Given the product [C:11]1([C:10]([N:51]2[CH2:52][CH2:53][N:48]([CH2:47][C:46]3[CH:45]=[CH:44][C:43]([O:42][CH2:41][CH2:40][CH2:39][N:33]4[CH2:34][CH2:35][CH2:36][CH2:37][CH2:38]4)=[CH:55][CH:54]=3)[CH2:49][CH2:50]2)=[O:18])[CH:12]=[CH:13][CH:14]=[CH:15][CH:16]=1, predict the reactants needed to synthesize it. The reactants are: C1(N=C=N)CCCCC1.[C:10]([OH:18])(=O)[C:11]1[CH:16]=[CH:15][CH:14]=[CH:13][CH:12]=1.O.ON1C2C=CC=CC=2N=N1.Cl.Cl.Cl.[N:33]1([CH2:39][CH2:40][CH2:41][O:42][C:43]2[CH:55]=[CH:54][C:46]([CH2:47][N:48]3[CH2:53][CH2:52][NH:51][CH2:50][CH2:49]3)=[CH:45][CH:44]=2)[CH2:38][CH2:37][CH2:36][CH2:35][CH2:34]1.C(N(CC)CC)C. (8) Given the product [C:36]([O:39][C:40]([N:25]1[C:26]2[C:31](=[CH:30][CH:29]=[CH:28][CH:27]=2)[C:23]([CH2:22][CH:9]([NH:8][C:6]([O:5][C:1]([CH3:4])([CH3:2])[CH3:3])=[O:7])[CH2:10][O:11][C:12]2[CH:13]=[N:14][CH:15]=[C:16]([C:17]([O:19][CH3:20])=[O:18])[CH:21]=2)=[CH:24]1)=[O:41])([CH3:38])([CH3:37])[CH3:35], predict the reactants needed to synthesize it. The reactants are: [C:1]([O:5][C:6]([NH:8][C@@H:9]([CH2:22][C:23]1[C:31]2[C:26](=[CH:27][CH:28]=[CH:29][CH:30]=2)[NH:25][CH:24]=1)[CH2:10][O:11][C:12]1[CH:13]=[N:14][CH:15]=[C:16]([CH:21]=1)[C:17]([O:19][CH3:20])=[O:18])=[O:7])([CH3:4])([CH3:3])[CH3:2].CC#N.[CH3:35][C:36]([O:39][C:40](O[C:40]([O:39][C:36]([CH3:38])([CH3:37])[CH3:35])=[O:41])=[O:41])([CH3:38])[CH3:37]. (9) Given the product [C:1]([C:3]1[CH:4]=[C:5]([CH:25]=[CH:26][CH:27]=1)[C:6]([NH:8][C:9]1[CH:10]=[C:11]2[C:15](=[CH:16][CH:17]=1)[N:14]([CH3:18])[CH:13]=[C:12]2[CH:19]1[CH2:24][CH2:23][N:22]([C:32](=[O:33])[CH2:31][C@@H:30]([OH:35])[C:29]([F:37])([F:36])[F:28])[CH2:21][CH2:20]1)=[O:7])#[N:2], predict the reactants needed to synthesize it. The reactants are: [C:1]([C:3]1[CH:4]=[C:5]([CH:25]=[CH:26][CH:27]=1)[C:6]([NH:8][C:9]1[CH:10]=[C:11]2[C:15](=[CH:16][CH:17]=1)[N:14]([CH3:18])[CH:13]=[C:12]2[CH:19]1[CH2:24][CH2:23][NH:22][CH2:21][CH2:20]1)=[O:7])#[N:2].[F:28][C:29]([F:37])([F:36])[C@H:30]([OH:35])[CH2:31][C:32](O)=[O:33].CN(CCCN=C=N)C.ON1C2C=CC=CC=2N=N1.C(N(CC)CC)C.